From a dataset of Full USPTO retrosynthesis dataset with 1.9M reactions from patents (1976-2016). Predict the reactants needed to synthesize the given product. Given the product [NH2:25][C:16]1[N:15]=[C:14]([O:13][C@@H:9]([CH3:8])[CH2:10][CH2:11][CH3:12])[N:22]=[C:21]2[C:17]=1[NH:18][C:19](=[O:23])[N:20]2[CH2:27][CH2:28][CH2:29][CH2:30][N:32]1[CH2:37][CH2:36][CH2:35][CH2:34][CH2:33]1, predict the reactants needed to synthesize it. The reactants are: FC(F)(F)C(O)=O.[CH3:8][C@H:9]([O:13][C:14]1[NH:15][C:16]([NH2:25])=[C:17]2[C:21]([N:22]=1)=[N:20][C:19]([O:23]C)=[N:18]2)[CH2:10][CH2:11][CH3:12].Br[CH2:27][CH2:28][CH2:29][CH2:30]Cl.[NH:32]1[CH2:37][CH2:36][CH2:35][CH2:34][CH2:33]1.